Dataset: Forward reaction prediction with 1.9M reactions from USPTO patents (1976-2016). Task: Predict the product of the given reaction. Given the reactants [CH:1]1([CH:7]([NH:19][C:20]2[CH:25]=[CH:24][C:23]([C:26]([N:28]([CH3:36])[CH2:29][CH2:30][C:31]([O:33][CH2:34][CH3:35])=[O:32])=[O:27])=[CH:22][CH:21]=2)[C:8]2[O:9][C:10]3[CH:17]=[CH:16][C:15]([OH:18])=[CH:14][C:11]=3[C:12]=2[CH3:13])[CH2:6][CH2:5][CH2:4][CH2:3][CH2:2]1.[N:37]1[CH:42]=[CH:41][CH:40]=[C:39]([CH2:43]O)[CH:38]=1.C(P(CCCC)CCCC)CCC.N(C(N1CCCCC1)=O)=NC(N1CCCCC1)=O, predict the reaction product. The product is: [CH:1]1([CH:7]([NH:19][C:20]2[CH:21]=[CH:22][C:23]([C:26]([N:28]([CH3:36])[CH2:29][CH2:30][C:31]([O:33][CH2:34][CH3:35])=[O:32])=[O:27])=[CH:24][CH:25]=2)[C:8]2[O:9][C:10]3[CH:17]=[CH:16][C:15]([O:18][CH2:43][C:39]4[CH:38]=[N:37][CH:42]=[CH:41][CH:40]=4)=[CH:14][C:11]=3[C:12]=2[CH3:13])[CH2:6][CH2:5][CH2:4][CH2:3][CH2:2]1.